From a dataset of Full USPTO retrosynthesis dataset with 1.9M reactions from patents (1976-2016). Predict the reactants needed to synthesize the given product. (1) Given the product [CH3:1][O:2][CH:3]1[CH2:8][NH:7][C@H:6]([CH3:19])[CH2:5][CH2:4]1, predict the reactants needed to synthesize it. The reactants are: [CH3:1][O:2][CH:3]1[CH2:8][N:7](C(OCC2C=CC=CC=2)=O)[C@H:6]([CH3:19])[CH2:5][CH2:4]1.[H][H]. (2) Given the product [Br:17][C:18]1[CH:23]=[CH:22][C:21]([S:24]([NH:1][C:2]2[CH:7]=[CH:6][C:5]([Cl:8])=[CH:4][C:3]=2[C:9]([C:11]2[CH:12]=[N:13][CH:14]=[CH:15][CH:16]=2)=[O:10])(=[O:26])=[O:25])=[CH:20][CH:19]=1, predict the reactants needed to synthesize it. The reactants are: [NH2:1][C:2]1[CH:7]=[CH:6][C:5]([Cl:8])=[CH:4][C:3]=1[C:9]([C:11]1[CH:12]=[N:13][CH:14]=[CH:15][CH:16]=1)=[O:10].[Br:17][C:18]1[CH:23]=[CH:22][C:21]([S:24](Cl)(=[O:26])=[O:25])=[CH:20][CH:19]=1. (3) Given the product [CH3:40][O:39][C:37]([C:36]1[CH:35]=[CH:34][C:33]([C:2]2[CH:7]=[CH:6][C:5]([CH:8]([CH3:27])[C:9]([OH:14])([C:15]3[CH:16]=[CH:17][C:18]4[O:23][CH2:22][C:21](=[O:24])[N:20]([CH3:25])[C:19]=4[CH:26]=3)[C:10]([F:13])([F:12])[F:11])=[C:4]([Cl:28])[CH:3]=2)=[CH:32][C:31]=1[O:30][CH3:29])=[O:38], predict the reactants needed to synthesize it. The reactants are: Br[C:2]1[CH:7]=[CH:6][C:5]([CH:8]([CH3:27])[C:9]([C:15]2[CH:16]=[CH:17][C:18]3[O:23][CH2:22][C:21](=[O:24])[N:20]([CH3:25])[C:19]=3[CH:26]=2)([OH:14])[C:10]([F:13])([F:12])[F:11])=[C:4]([Cl:28])[CH:3]=1.[CH3:29][O:30][C:31]1[CH:32]=[C:33](B(O)O)[CH:34]=[CH:35][C:36]=1[C:37]([O:39][CH3:40])=[O:38]. (4) Given the product [C:1]1([CH3:18])[CH:2]=[CH:3][C:4]([S:7]([N:10]2[CH:14]=[CH:13][C:12]([C:15]([N:31]3[CH2:32][CH2:33][C:28]4([NH:24]/[C:25](=[N:34]/[C:35]([C:37]5[C:42]([NH2:43])=[N:41][C:40]([NH2:44])=[C:39]([Cl:45])[N:38]=5)=[O:36])/[NH:26][CH2:27]4)[CH2:29][CH2:30]3)=[O:17])=[CH:11]2)(=[O:8])=[O:9])=[CH:5][CH:6]=1, predict the reactants needed to synthesize it. The reactants are: [C:1]1([CH3:18])[CH:6]=[CH:5][C:4]([S:7]([N:10]2[CH:14]=[CH:13][C:12]([C:15]([OH:17])=O)=[CH:11]2)(=[O:9])=[O:8])=[CH:3][CH:2]=1.N=C=N.Cl.Cl.[NH:24]1[C:28]2([CH2:33][CH2:32][NH:31][CH2:30][CH2:29]2)[CH2:27][NH:26]/[C:25]/1=[N:34]\[C:35]([C:37]1[C:42]([NH2:43])=[N:41][C:40]([NH2:44])=[C:39]([Cl:45])[N:38]=1)=[O:36].CN1CCOCC1. (5) Given the product [CH2:1]([O:8][C:9]1[CH:18]=[C:17]2[C:12]([C:13]([O:22][C:23]3[CH:24]=[C:25]4[C:29](=[CH:30][CH:31]=3)[NH:28][CH:27]=[CH:26]4)=[N:14][CH:15]=[N:16]2)=[CH:11][C:10]=1[O:20][CH3:21])[C:2]1[CH:7]=[CH:6][CH:5]=[CH:4][CH:3]=1, predict the reactants needed to synthesize it. The reactants are: [CH2:1]([O:8][C:9]1[CH:18]=[C:17]2[C:12]([C:13](Cl)=[N:14][CH:15]=[N:16]2)=[CH:11][C:10]=1[O:20][CH3:21])[C:2]1[CH:7]=[CH:6][CH:5]=[CH:4][CH:3]=1.[OH:22][C:23]1[CH:24]=[C:25]2[C:29](=[CH:30][CH:31]=1)[NH:28][CH:27]=[CH:26]2.C(=O)([O-])[O-].[K+].[K+]. (6) The reactants are: [NH2:1][C:2]1[N:7]=[CH:6][C:5]([C:8]#[C:9][C:10]2[CH:11]=[C:12]([NH:16][C:17](=[O:25])OC3C=CC=CC=3)[CH:13]=[CH:14][CH:15]=2)=[CH:4][N:3]=1.Cl.[NH2:27][CH:28]1[CH2:33][CH2:32][CH2:31][NH:30][C:29]1=[O:34].C(N(CC)CC)C. Given the product [NH2:1][C:2]1[N:3]=[CH:4][C:5]([C:8]#[C:9][C:10]2[CH:11]=[C:12]([NH:16][C:17]([NH:27][CH:28]3[CH2:33][CH2:32][CH2:31][NH:30][C:29]3=[O:34])=[O:25])[CH:13]=[CH:14][CH:15]=2)=[CH:6][N:7]=1, predict the reactants needed to synthesize it. (7) Given the product [CH:1]1([C:4]2[C:5]([C:28]3[C:36]4[C:31](=[CH:32][CH:33]=[CH:34][CH:35]=4)[N:30]([S:37]([C:40]4[CH:45]=[CH:44][CH:43]=[CH:42][CH:41]=4)(=[O:38])=[O:39])[CH:29]=3)=[N:6][C:7]([NH:10][C@@H:11]3[CH2:16][CH2:15][CH2:14][C@H:13]([NH2:17])[CH2:12]3)=[N:8][CH:9]=2)[CH2:2][CH2:3]1, predict the reactants needed to synthesize it. The reactants are: [CH:1]1([C:4]2[C:5]([C:28]3[C:36]4[C:31](=[CH:32][CH:33]=[CH:34][CH:35]=4)[N:30]([S:37]([C:40]4[CH:45]=[CH:44][CH:43]=[CH:42][CH:41]=4)(=[O:39])=[O:38])[CH:29]=3)=[N:6][C:7]([NH:10][C@@H:11]3[CH2:16][CH2:15][CH2:14][C@H:13]([NH:17]C(=O)OCC4C=CC=CC=4)[CH2:12]3)=[N:8][CH:9]=2)[CH2:3][CH2:2]1.